This data is from Reaction yield outcomes from USPTO patents with 853,638 reactions. The task is: Predict the reaction yield, written as a fraction of the theoretical maximum amount of product (1.0 means a 100% yield; for example, 0.34 means a 34% yield). (1) The reactants are [F:1][C:2]1[CH:14]=[C:13](F)[C:12]([F:16])=[CH:11][C:3]=1[C:4]([NH:6][S:7]([CH3:10])(=[O:9])=[O:8])=[O:5].[Cl:17][C:18]1[CH:19]=[C:20]([OH:29])[CH:21]=[N:22][C:23]=1[O:24][CH:25]1[CH2:28][CH2:27][CH2:26]1.C(=O)([O-])[O-].[K+].[K+]. The catalyst is CS(C)=O.O. The product is [Cl:17][C:18]1[CH:19]=[C:20]([O:29][C:13]2[C:12]([F:16])=[CH:11][C:3]([C:4]([NH:6][S:7]([CH3:10])(=[O:9])=[O:8])=[O:5])=[C:2]([F:1])[CH:14]=2)[CH:21]=[N:22][C:23]=1[O:24][CH:25]1[CH2:28][CH2:27][CH2:26]1. The yield is 0.120. (2) The reactants are P([CH2:5][C:6]([O:8][CH3:9])=[O:7])(O)(O)=O.[H-].[Na+].[H][H].[CH3:14][O:15][C:16]1[CH:21]=[CH:20][C:19]2[NH:22][CH:23]=[C:24]([CH:25]=O)[C:18]=2[CH:17]=1.P(=O)([O-])[O-]. The catalyst is O1CCCC1.ClCCl. The product is [CH3:9][O:8][C:6](=[O:7])[CH:5]=[CH:25][C:24]1[C:18]2[C:19](=[CH:20][CH:21]=[C:16]([O:15][CH3:14])[CH:17]=2)[NH:22][CH:23]=1. The yield is 0.780. (3) The reactants are CO.[OH:3][C@H:4]1[CH2:9][CH2:8][CH2:7][CH2:6][C@@H:5]1[NH:10][C:11]([C@@H:13]1[C@@H:15]([CH2:16][CH2:17][CH2:18][CH3:19])[O:14]1)=[O:12].[N-:20]=[N+:21]=[N-:22].[Na+].S([O-])([O-])(=O)=O.[Mg+2]. The catalyst is O. The product is [OH:3][C@H:4]1[CH2:9][CH2:8][CH2:7][CH2:6][C@@H:5]1[NH:10][C:11](=[O:12])[C@@H:13]([OH:14])[C@@H:15]([N:20]=[N+:21]=[N-:22])[CH2:16][CH2:17][CH2:18][CH3:19]. The yield is 0.730. (4) The reactants are C(=O)([O-])[O-].[K+].[K+].Cl[CH2:8][C:9]1[C:18]2[C:13](=[CH:14][CH:15]=[CH:16][CH:17]=2)[N:12]=[C:11]([CH3:19])[CH:10]=1.[OH:20][C:21]1[CH:41]=[CH:40][C:24]([C:25]([NH:27][CH2:28][C@H:29]([N:34]2[CH2:39][CH2:38][CH2:37][CH2:36][CH2:35]2)[C:30]([O:32][CH3:33])=[O:31])=[O:26])=[CH:23][CH:22]=1. The catalyst is CC(=O)CC.[I-].[K+]. The product is [CH3:19][C:11]1[CH:10]=[C:9]([CH2:8][O:20][C:21]2[CH:41]=[CH:40][C:24]([C:25]([NH:27][CH2:28][C@H:29]([N:34]3[CH2:35][CH2:36][CH2:37][CH2:38][CH2:39]3)[C:30]([O:32][CH3:33])=[O:31])=[O:26])=[CH:23][CH:22]=2)[C:18]2[C:13](=[CH:14][CH:15]=[CH:16][CH:17]=2)[N:12]=1. The yield is 0.830. (5) The reactants are [F:1][C:2]1[CH:7]=[C:6]([I:8])[CH:5]=[CH:4][C:3]=1[NH:9][C:10]1[C:11]([C:15]([O:17]C)=[O:16])=[CH:12][S:13][CH:14]=1.[OH-].[K+]. The catalyst is C(O)C.O.O. The product is [F:1][C:2]1[CH:7]=[C:6]([I:8])[CH:5]=[CH:4][C:3]=1[NH:9][C:10]1[C:11]([C:15]([OH:17])=[O:16])=[CH:12][S:13][CH:14]=1. The yield is 0.830. (6) The reactants are [OH:1][C:2]1[N:7]=[C:6]([CH:8]([C:15]2[S:16][C:17]([CH3:20])=[CH:18][N:19]=2)[CH2:9][C:10]([O:12][CH2:13][CH3:14])=[O:11])[CH:5]=[CH:4][CH:3]=1.[F:21][C:22]([F:35])([F:34])[S:23](O[S:23]([C:22]([F:35])([F:34])[F:21])(=[O:25])=[O:24])(=[O:25])=[O:24].CCN(C(C)C)C(C)C.O. The catalyst is C(Cl)Cl. The product is [CH3:20][C:17]1[S:16][C:15]([CH:8]([C:6]2[CH:5]=[CH:4][CH:3]=[C:2]([O:1][S:23]([C:22]([F:35])([F:34])[F:21])(=[O:25])=[O:24])[N:7]=2)[CH2:9][C:10]([O:12][CH2:13][CH3:14])=[O:11])=[N:19][CH:18]=1. The yield is 0.930. (7) The reactants are [NH2:1][C:2]1[CH:7]=[CH:6][CH:5]=[C:4]([O:8][CH2:9][O:10][CH3:11])[C:3]=1[CH2:12][CH2:13][C@H:14]([OH:16])[CH3:15].N1C=CC=CC=1.[C:23](OC(=O)C)(=[O:25])[CH3:24]. The catalyst is ClCCl. The product is [OH:16][C@H:14]([CH3:15])[CH2:13][CH2:12][C:3]1[C:4]([O:8][CH2:9][O:10][CH3:11])=[CH:5][CH:6]=[CH:7][C:2]=1[NH:1][C:23](=[O:25])[CH3:24]. The yield is 0.880. (8) The reactants are [C:1]([C:3]1[C:4]([NH2:9])=[N:5][CH:6]=[CH:7][CH:8]=1)#[CH:2].[F:10][C:11]1[CH:27]=[CH:26][C:14]([CH2:15][C:16]2[O:20][C:19]([CH2:21][C:22](Cl)=[N:23][OH:24])=[CH:18][CH:17]=2)=[CH:13][CH:12]=1.C(N(CC)CC)C. The catalyst is O1CCCC1. The product is [F:10][C:11]1[CH:27]=[CH:26][C:14]([CH2:15][C:16]2[O:20][C:19]([CH2:21][C:22]3[CH:2]=[C:1]([C:3]4[C:4]([NH2:9])=[N:5][CH:6]=[CH:7][CH:8]=4)[O:24][N:23]=3)=[CH:18][CH:17]=2)=[CH:13][CH:12]=1. The yield is 0.0600. (9) The reactants are C1OCCOCCOCCOCCOCCOC1.CCC([O-])(C)C.[K+].C1(C)C=CC=CC=1.[NH:33]1[CH:37]=[CH:36][CH:35]=[CH:34]1.Cl[CH2:39][N:40]1[CH2:44][CH:43]([CH2:45][CH2:46][CH3:47])[CH2:42][C:41]1=[O:48]. The catalyst is CCOCC. The product is [CH2:45]([CH:43]1[CH2:44][N:40]([CH2:39][N:33]2[CH:37]=[CH:36][CH:35]=[CH:34]2)[C:41](=[O:48])[CH2:42]1)[CH2:46][CH3:47]. The yield is 0.150.